Dataset: Reaction yield outcomes from USPTO patents with 853,638 reactions. Task: Predict the reaction yield, written as a fraction of the theoretical maximum amount of product (1.0 means a 100% yield; for example, 0.34 means a 34% yield). (1) The reactants are Br[C:2]1[CH:3]=[CH:4][C:5]([N:8]2[CH2:13][CH2:12][N:11]([CH3:14])[CH2:10][CH2:9]2)=[N:6][CH:7]=1.N1CCCCC1.[CH3:21][Si:22]([C:25]#[CH:26])([CH3:24])[CH3:23].CCN(CC)CC. The catalyst is CCOCC.Cl[Pd](Cl)([P](C1C=CC=CC=1)(C1C=CC=CC=1)C1C=CC=CC=1)[P](C1C=CC=CC=1)(C1C=CC=CC=1)C1C=CC=CC=1.[Cu]I. The product is [CH3:14][N:11]1[CH2:12][CH2:13][N:8]([C:5]2[CH:4]=[CH:3][C:2]([C:26]#[C:25][Si:22]([CH3:24])([CH3:23])[CH3:21])=[CH:7][N:6]=2)[CH2:9][CH2:10]1. The yield is 0.610. (2) The reactants are [Cl-].O[NH3+:3].[C:4](=[O:7])([O-])[OH:5].[Na+].CS(C)=O.[OH:13][CH2:14][CH:15]([CH3:49])[O:16][C:17]1[CH:22]=[CH:21][C:20]([N:23]2[C:28](=[O:29])[C:27]([CH2:30][C:31]3[CH:36]=[CH:35][C:34]([C:37]4[C:38]([C:43]#[N:44])=[CH:39][CH:40]=[CH:41][CH:42]=4)=[CH:33][CH:32]=3)=[C:26]([CH2:45][CH2:46][CH3:47])[N:25]=[C:24]2[CH3:48])=[CH:19][CH:18]=1. The catalyst is O.C(OCC)(=O)C. The product is [OH:13][CH2:14][CH:15]([CH3:49])[O:16][C:17]1[CH:22]=[CH:21][C:20]([N:23]2[C:28](=[O:29])[C:27]([CH2:30][C:31]3[CH:36]=[CH:35][C:34]([C:37]4[CH:42]=[CH:41][CH:40]=[CH:39][C:38]=4[C:43]4[NH:3][C:4](=[O:7])[O:5][N:44]=4)=[CH:33][CH:32]=3)=[C:26]([CH2:45][CH2:46][CH3:47])[N:25]=[C:24]2[CH3:48])=[CH:19][CH:18]=1. The yield is 0.270. (3) The reactants are Cl.[NH2:2][CH2:3][CH2:4][CH2:5][N:6]1[C:14](=[O:15])[C:13]2[N:12]([CH2:16][C:17]3[CH:22]=[CH:21][C:20]([Cl:23])=[CH:19][CH:18]=3)[C:11]([O:24][C:25]3[CH:30]=[CH:29][CH:28]=[C:27]([O:31][C:32]([F:35])([F:34])[F:33])[CH:26]=3)=[N:10][C:9]=2[N:8]([CH3:36])[C:7]1=[O:37].[C:38](Cl)(=[O:40])[CH3:39]. The catalyst is C1COCC1.O. The product is [Cl:23][C:20]1[CH:21]=[CH:22][C:17]([CH2:16][N:12]2[C:13]3[C:14](=[O:15])[N:6]([CH2:5][CH2:4][CH2:3][NH:2][C:38](=[O:40])[CH3:39])[C:7](=[O:37])[N:8]([CH3:36])[C:9]=3[N:10]=[C:11]2[O:24][C:25]2[CH:30]=[CH:29][CH:28]=[C:27]([O:31][C:32]([F:34])([F:33])[F:35])[CH:26]=2)=[CH:18][CH:19]=1. The yield is 0.490. (4) The reactants are [C:1]([SiH2:5][O:6][C:7]([CH3:17])([CH3:16])[CH:8]1[CH2:13][CH2:12][CH:11]([CH2:14][OH:15])[CH2:10][CH2:9]1)([CH3:4])([CH3:3])[CH3:2].[S:18](Cl)([C:21]1[CH:27]=[CH:26][C:24]([CH3:25])=[CH:23][CH:22]=1)(=[O:20])=[O:19].N1C=CC=CC=1.CCOCC. The catalyst is C(Cl)(Cl)Cl. The product is [C:1]([SiH2:5][O:6][C:7]([CH3:17])([CH3:16])[CH:8]1[CH2:9][CH2:10][CH:11]([CH2:14][O:15][S:18]([C:21]2[CH:27]=[CH:26][C:24]([CH3:25])=[CH:23][CH:22]=2)(=[O:20])=[O:19])[CH2:12][CH2:13]1)([CH3:4])([CH3:3])[CH3:2]. The yield is 0.830.